Dataset: Human Reference Interactome with 51,813 positive PPI pairs across 8,248 proteins, plus equal number of experimentally-validated negative pairs. Task: Binary Classification. Given two protein amino acid sequences, predict whether they physically interact or not. (1) Protein 1 (ENSG00000221855) has sequence MQAALTAFFVLLFSLLSLLGIAANGFIVLVLGREWLRYGRLLPLDMILISLGASRFCLQLVGTVHNFYYSAQKVEYSGGLGRQFFHLHWHFLNSATFWFCSWLSVLFCVKIANITHSTFLWLKWRFPGWVPWLLLGSVLISFIITLLFFWVNYPVYQEFLIRKFSGNMTYKWNTRIETYYFPSLKLVIWSIPFSVFLVSIMLLINSLRRHTQRMQHNGHSLQDPSTQAHTRALKSLISFLILYALSFLSLIIDAAKFISMQNDFYWPWQIAVYLCISVHPFILIFSNLKLRSVFSQLLLL.... Protein 2 (ENSG00000160932) has sequence MKIFLPVLLAALLGVERASSLMCFSCLNQKSNLYCLKPTICSDQDNYCVTVSASAGIGNLVTFGHSLSKTCSPACPIPEGVNVGVASMGISCCQSFLCNFSAADGGLRASVTLLGAGLLLSLLPALLRFGP*MKIFLPVLLAALLGVERASSLMCFSCLNQKSNLYCLKPTICSDQDNYCVTVSASAGIGGFAGGTDS*MTSGIPGCGGACVLPSRAPLRRRDPQHCSPTLSEAPLLRAHTQTRLLTRGLPTPNTTRTVQVSVTVTPTWSPVRPRQDRLLWFVTSRQDGHPLQNEDLLAS.... Result: 0 (the proteins do not interact). (2) Protein 1 (ENSG00000145244) has sequence MKQSPALAPEERCRRAGSPKPVLRADDNNMGNGCSQKLATANLLRFLLLVLIPCICALVLLLVILLSYVGTLQKVYFKSNGSEPLVTDGEIQGSDVILTNTIYNQSTVVSTAHPDQHVPAWTTDASLPGDQSHRNTSACMNITHSQCQMLPYHATLTPLLSVVRNMEMEKFLKFFTYLHRLSCYQHIMLFGCTLAFPECIIDGDDSHGLLPCRSFCEAAKEGCESVLGMVNYSWPDFLRCSQFRNQTESSNVSRICFSPQQENGKQLLCGRGENFLCASGICIPGKLQCNGYNDCDDWSD.... Protein 2 (ENSG00000255378) has sequence MYGYRRLRSPRDSQTEPQNDNEGETSLATTQMNPPKRRQVEQGPSTGAKKPSISGAPHLNSYQSLELPQNQQDSGTEELMIVLEQGTEVRLSLEEVILILAPETVLQLTLENTVLVIVPEHVLRSEDGLQSPVQIQYIIPSVDDFSLEFHAQDGDISDMRRENVPFSPAEEGKAAPLYQQPLMIPQANHMAGISPSFLVTPLCIPRCRAAFPQCYPLPPTPSPVGRPRPADSSFSLHGMELLCTSSLRPMPPSPSPGPQVYHRVHHRPPSRARRCLFRK*. Result: 0 (the proteins do not interact). (3) Protein 1 (ENSG00000273331) has sequence MVSSPCTQASSRTCSRILGLSLGTAALFAAGANVALLLPNWDVTYLLRGLLGRHAMLGTGLWGGGLMVLTAAILISLMGWRYGCFSKSGLCRSVLTALLSGGLALLGALICFVTSGVALKDGPFCMFDVSSFNQTQAWKYGYPFKDLHSRNYLYDRSLWNSVCLEPSAAVVWHVSLFSALLCISLLQLLLVVVHVINSLLGLFCSLCEK*. Protein 2 (ENSG00000172869) has sequence MNLHQVLTGAVNPGDHCFSVGSIGDQRFTAYASGCDIVILGSDFERLQIIPGAKHGNIQVGCVDCSMQQGKIAASYGNVISIFEPVNLPKQKKNLELYSQWQKSGQFFLESIAHNITWDPTGSRLLTGSSYLQLWSNTNLEKPTEDENLNKTDLNFGDWKCIWHCKTASQVHLMKFSPDGEFFATAGKDDCLLKVWYNVENWRTAVTSPDGSSEKQSQGEIDFSFVYLAHPRAVNGFSWRKTSKYMPRASVCNVLLTCCKDNVCRLWVETFLPNDCLLYGGDCSHWTESINLTNNFKRNA.... Result: 0 (the proteins do not interact). (4) Protein 1 (ENSG00000148841) has sequence MAMGLFRVCLVVVTAIINHPLLFPRENATVPENEEEIIRKMQAHQEKLQLEQLRLEEEVARLAAEKEALEQVAEEGRQQNETRVAWDLWSTLCMILFLMIEVWRQDHQEGPSPECLGGEEDELPGLGGAPLQGLTLPNKATLGHFYERCIRGATADAARTREFLEGFVDDLLEALRSLCNRDTDMEVEDFIGVDSMYENWQVDRPLLCHLFVPFTPPEPYRFHPELWCSGRSVPLDRQGYGQIKVVRADGDTLSCICGKTKLGEDMLCLLHGRNSMAPPCGDMENLLCATDSLYLDTMQV.... Protein 2 (ENSG00000161243) has sequence MGASVSRGRAARVPAPEPEPEEALDLSQLPPELLLVVLSHVPPRTLLGRCRQVCRGWRALVDGQALWLLILARDHGATGRALLHLARSCQSPARNARPCPLGRFCARRPIGRNLIRNPCGQEGLRKWMVQHGGDGWVVEENRTTVPGAPSQTCFVTSFSWCCKKQVLDLEEEGLWPELLDSGRIEICVSDWWGARHDSGCMYRLLVQLLDANQTVLDKFSAVPDPIPQWNNNACLHVTHVFSNIKMGVRFVSFEHRGQDTQFWAGHYGARVTNSSVIVRVRLS*XQLLDANQTVLDKFSA.... Result: 0 (the proteins do not interact). (5) Protein 1 (ENSG00000108439) has sequence MTCWLRGVTATFGRPAEWPGYLSHLCGRSAAMDLGPMRKSYRGDREAFEETHLTSLDPVKQFAAWFEEAVQCPDIGEANAMCLATCTRDGKPSARMLLLKGFGKDGFRFFTNFESRKGKELDSNPFASLVFYWEPLNRQYLRKKNEELEQLYQDQEVPKPKSWGGYVLYPQVMEFWQGQTNRLHDRIVFRRGLPTGDSPLGPMTHRGEEDWLYERLAP*MTCWLRGVTATFGRPAEWPGYLSHLCGRSAAMDLGPMRKSYRGDREAFEETHLTSLDPVKQFAAWFEEAVQCPDIGEANAM.... Protein 2 (ENSG00000106615) has sequence MPQSKSRKIAILGYRSVGKSSLTIQFVEGQFVDSYDPTIENTFTKLITVNGQEYHLQLVDTAGQDEYSIFPQTYSIDINGYILVYSVTSIKSFEVIKVIHGKLLDMVGKVQIPIMLVGNKKDLHMERVISYEEGKALAESWNAAFLESSAKENQTAVDVFRRIILEAEKMDGAASQGKSSCSVM*MVGKVQIPIMLVGNKKDLHMERVISYEEGKALAESWNAAFLESSAKENQTAVDVFRRIILEAEKMDGAASQGKSSCSVM*MPQSKSRKIAILGYRSVGSSSQDLRTCCEWCYSSA.... Result: 0 (the proteins do not interact). (6) Protein 1 (ENSG00000084072) has sequence MATTKRVLYVGGLAEEVDDKVLHAAFIPFGDITDIQIPLDYETEKHRGFAFVEFELAEDAAAAIDNMNESELFGRTIRVNLAKPMRIKEGSSRPVWSDDDWLKKFSGKTLEENKEEEGSEPPKAETQEGEPIAKKARSNPQVYMDIKIGNKPAGRIQMLLRSDVVPMTAENFRCLCTHEKGFGFKGSSFHRIIPQFMCQGGDFTNHNGTGGKSIYGKKFDDENFILKHTGPGLLSMANSGPNTNGSQFFLTCDKTDWLDGKHVVFGEVTEGLDVLRQIEAQGSKDGKPKQKVIIADCGEY.... Result: 0 (the proteins do not interact). Protein 2 (ENSG00000198060) has sequence MPDQALQQMLDRSCWVCFATDEDDRTAEWVRPCRCRGSTKWVHQACLQRWVDEKQRGNSTARVACPQCNAEYLIVFPKLGPVVYVLDLADRLISKACPFAAAGIMVGSIYWTAVTYGAVTVMQVVGHKEGLDVMERADPLFLLIGLPTIPVMLILGKMIRWEDYVLRLWRKYSNKLQILNSIFPGIGCPVPRIPAEANPLADHVSATRILCGALVFPTIATIVGKLMFSSVNSNLQRTILGGIAFVAIKGAFKVYFKQQQYLRQAHRKILNYPEQEEA*.